This data is from Reaction yield outcomes from USPTO patents with 853,638 reactions. The task is: Predict the reaction yield, written as a fraction of the theoretical maximum amount of product (1.0 means a 100% yield; for example, 0.34 means a 34% yield). (1) The reactants are C(OC([N:8]1[CH2:13][CH2:12][NH:11][C@@H:10]([CH2:14][O:15][C:16]2[CH:21]=[CH:20][C:19]([F:22])=[CH:18][CH:17]=2)[CH2:9]1)=O)(C)(C)C.Cl. The catalyst is O1CCOCC1. The product is [F:22][C:19]1[CH:20]=[CH:21][C:16]([O:15][CH2:14][C@H:10]2[CH2:9][NH:8][CH2:13][CH2:12][NH:11]2)=[CH:17][CH:18]=1. The yield is 1.00. (2) The reactants are [CH:1]1([NH:4][C:5](=[O:36])[NH:6][C:7]2[CH:12]=[CH:11][C:10]([C:13]3[N:14]=[C:15]([N:29]4[CH2:34][CH2:33][O:32][CH2:31][CH2:30]4)[C:16]4[CH2:21][N:20]([C:22]([O:24][C:25](C)(C)C)=[O:23])[CH2:19][C:17]=4[N:18]=3)=[C:9]([F:35])[CH:8]=2)[CH2:3][CH2:2]1.Cl[C:38]1N=C(N2CCOC[C@@H]2C)C2CN(C(OC)=O)CC=2N=1.C1(NC(NC2C=CC(B3OC(C)(C)C(C)(C)O3)=C(F)C=2)=O)CC1. No catalyst specified. The product is [CH:1]1([NH:4][C:5](=[O:36])[NH:6][C:7]2[CH:12]=[CH:11][C:10]([C:13]3[N:14]=[C:15]([N:29]4[CH2:30][CH2:31][O:32][CH2:33][C@@H:34]4[CH3:38])[C:16]4[CH2:21][N:20]([C:22]([O:24][CH3:25])=[O:23])[CH2:19][C:17]=4[N:18]=3)=[C:9]([F:35])[CH:8]=2)[CH2:2][CH2:3]1. The yield is 0.100.